From a dataset of Full USPTO retrosynthesis dataset with 1.9M reactions from patents (1976-2016). Predict the reactants needed to synthesize the given product. (1) Given the product [CH3:19][CH:16]1[N:15]([C:20](=[O:21])[C:22]2[CH:27]=[CH:26][CH:25]=[CH:24][C:23]=2[N:28]2[N:29]=[CH:30][CH:31]=[N:32]2)[CH2:14][CH:13]([O:12][C:8]2[CH:9]=[CH:10][CH:11]=[C:6]3[C:7]=2[CH2:36][CH2:37][CH2:2][C:3]3=[O:5])[CH2:18][CH2:17]1, predict the reactants needed to synthesize it. The reactants are: F[C:2](F)(F)[C:3]([C:6]1[CH:11]=[CH:10][CH:9]=[C:8]([O:12][C@@H:13]2[CH2:18][CH2:17][C@@H:16]([CH3:19])[N:15]([C:20]([C:22]3[CH:27]=[CH:26][CH:25]=[CH:24][C:23]=3[N:28]3[N:32]=[CH:31][CH:30]=[N:29]3)=[O:21])[CH2:14]2)[CH:7]=1)([OH:5])C.O[C:36]1C=CC=C2[C:37]=1CCCC2=O.C(=O)([O-])[O-].[Cs+].[Cs+]. (2) Given the product [NH2:3][CH2:12][CH2:13][CH2:14][N:15]1[CH2:20][CH2:19][CH:18]([N:21]([CH2:27][C:28]2[CH:32]=[CH:31][S:30][CH:29]=2)[C:22]([NH:24][O:25][CH3:26])=[O:23])[CH2:17][CH2:16]1, predict the reactants needed to synthesize it. The reactants are: O=C1C2C(=CC=CC=2)C(=O)[N:3]1[CH2:12][CH2:13][CH2:14][N:15]1[CH2:20][CH2:19][CH:18]([N:21]([CH2:27][C:28]2[CH:32]=[CH:31][S:30][CH:29]=2)[C:22]([NH:24][O:25][CH3:26])=[O:23])[CH2:17][CH2:16]1.O.NN.